From a dataset of Full USPTO retrosynthesis dataset with 1.9M reactions from patents (1976-2016). Predict the reactants needed to synthesize the given product. (1) Given the product [ClH:31].[CH2:29]([O:28][C:26]([C:16]1[C:17](=[O:25])[C:18]2[C:23](=[CH:22][CH:21]=[C:20]([I:24])[CH:19]=2)[N:14]([CH2:13][C@@H:10]2[CH2:11][CH2:12][NH:8][CH2:9]2)[CH:15]=1)=[O:27])[CH3:30], predict the reactants needed to synthesize it. The reactants are: C(OC([N:8]1[CH2:12][CH2:11][C@H:10]([CH2:13][N:14]2[C:23]3[C:18](=[CH:19][C:20]([I:24])=[CH:21][CH:22]=3)[C:17](=[O:25])[C:16]([C:26]([O:28][CH2:29][CH3:30])=[O:27])=[CH:15]2)[CH2:9]1)=O)(C)(C)C.[ClH:31]. (2) The reactants are: [OH:1][C:2]1[CH:7]=[CH:6][C:5]([C:8](=[O:10])[CH3:9])=[CH:4][C:3]=1[CH3:11].C(=O)([O-])[O-].[K+].[K+].Br[CH2:19][C:20]1[CH:25]=[CH:24][CH:23]=[CH:22][CH:21]=1. Given the product [CH2:19]([O:1][C:2]1[CH:7]=[CH:6][C:5]([C:8](=[O:10])[CH3:9])=[CH:4][C:3]=1[CH3:11])[C:20]1[CH:25]=[CH:24][CH:23]=[CH:22][CH:21]=1, predict the reactants needed to synthesize it. (3) Given the product [CH3:1][C:2]1[O:6][C:5]([NH:7][C:22]([CH:20]2[C:21]3[CH:8]=[CH:9][CH:10]=[CH:11][C:12]=3[O:13][C:14]3[C:19]2=[CH:18][CH:17]=[CH:16][CH:15]=3)=[O:23])=[N:4][N:3]=1, predict the reactants needed to synthesize it. The reactants are: [CH3:1][C:2]1[O:6][C:5]([NH2:7])=[N:4][N:3]=1.[CH:8]1[C:21]2[CH:20]([C:22](Cl)=[O:23])[C:19]3[C:14](=[CH:15][CH:16]=[CH:17][CH:18]=3)[O:13][C:12]=2[CH:11]=[CH:10][CH:9]=1. (4) Given the product [F:1][C:2]1[CH:3]=[CH:4][C:5]2[S:9][C:8]([S:10]([CH3:11])=[O:21])=[N:7][C:6]=2[CH:12]=1, predict the reactants needed to synthesize it. The reactants are: [F:1][C:2]1[CH:3]=[CH:4][C:5]2[S:9][C:8]([S:10][CH3:11])=[N:7][C:6]=2[CH:12]=1.C1C=C(Cl)C=C(C(OO)=[O:21])C=1. (5) Given the product [F:26][C:27]1[C:32]([O:12][C:11](=[O:13])[CH2:10][C:9]2[C:4]([C:2]#[N:3])=[CH:5][CH:6]=[C:7]([NH:15][CH2:16][C:17]([F:25])([F:24])[C:18]3[CH:23]=[CH:22][CH:21]=[CH:20][N:19]=3)[C:8]=2[F:14])=[C:31]([F:34])[C:30]([F:35])=[C:29]([F:36])[C:28]=1[F:37], predict the reactants needed to synthesize it. The reactants are: [Li].[C:2]([C:4]1[C:9]([CH2:10][C:11]([OH:13])=[O:12])=[C:8]([F:14])[C:7]([NH:15][CH2:16][C:17]([F:25])([F:24])[C:18]2[CH:23]=[CH:22][CH:21]=[CH:20][N:19]=2)=[CH:6][CH:5]=1)#[N:3].[F:26][C:27]1[C:32](O)=[C:31]([F:34])[C:30]([F:35])=[C:29]([F:36])[C:28]=1[F:37].Cl.N1C=CC=CC=1.CN(C1C=CC=CN=1)C.C(N=C=NC(C)C)(C)C. (6) Given the product [C:1]([O:5][C:6]([N:8]1[CH2:13][CH2:12][CH:11]([C:14]2[CH:15]=[CH:16][C:17]([CH:20]([C:22](=[O:23])[NH:27][CH:31]3[CH2:33][CH2:32]3)[CH3:21])=[CH:18][CH:19]=2)[CH2:10][CH2:9]1)=[O:7])([CH3:3])([CH3:4])[CH3:2], predict the reactants needed to synthesize it. The reactants are: [C:1]([O:5][C:6]([N:8]1[CH2:13][CH2:12][CH:11]([C:14]2[CH:19]=[CH:18][C:17]([CH:20]([C:22](O)=[O:23])[CH3:21])=[CH:16][CH:15]=2)[CH2:10][CH2:9]1)=[O:7])([CH3:4])([CH3:3])[CH3:2].CC[N:27]([CH:31]([CH3:33])[CH3:32])C(C)C.CN(C(ON1N=NC2C=CC=CC1=2)=[N+](C)C)C.[B-](F)(F)(F)F.C1(N)CC1.